From a dataset of Catalyst prediction with 721,799 reactions and 888 catalyst types from USPTO. Predict which catalyst facilitates the given reaction. (1) Reactant: [Cl:1][C:2]1[N:7]=[C:6]([C:8](O)=[O:9])[CH:5]=[C:4]([CH3:11])[N:3]=1.S(Cl)(Cl)=O.[BH4-].[Na+].C(=O)(O)[O-].[Na+]. Product: [Cl:1][C:2]1[N:7]=[C:6]([CH2:8][OH:9])[CH:5]=[C:4]([CH3:11])[N:3]=1. The catalyst class is: 727. (2) Reactant: [F:1][C:2]1[CH:7]=[CH:6][C:5]([NH:8][C:9]2[C:17]3[CH:16]=[CH:15][C:14](=[O:18])[N:13]([C:19]4[CH:24]=[CH:23][CH:22]=[CH:21][CH:20]=4)[C:12]=3[S:11][C:10]=2[C:25]([N:27]2[CH2:31][CH2:30][C@@H:29]([O:32]C3CCCCO3)[CH2:28]2)=[O:26])=[CH:4][C:3]=1[CH3:39].Cl.[OH-].[Na+]. Product: [F:1][C:2]1[CH:7]=[CH:6][C:5]([NH:8][C:9]2[C:17]3[CH:16]=[CH:15][C:14](=[O:18])[N:13]([C:19]4[CH:20]=[CH:21][CH:22]=[CH:23][CH:24]=4)[C:12]=3[S:11][C:10]=2[C:25]([N:27]2[CH2:31][CH2:30][C@@H:29]([OH:32])[CH2:28]2)=[O:26])=[CH:4][C:3]=1[CH3:39]. The catalyst class is: 14. (3) Reactant: [CH2:1]([N:8](C(OC(C)(C)C)=O)[CH:9]1[CH2:15][CH2:14][CH2:13][C:12]2[CH:16]=[CH:17][C:18]([O:20][C:21]3[C:26]([C:27]#[N:28])=[CH:25][CH:24]=[CH:23][N:22]=3)=[CH:19][C:11]=2[CH2:10]1)[C:2]1[CH:7]=[CH:6][CH:5]=[CH:4][CH:3]=1.Cl. Product: [CH2:1]([NH:8][CH:9]1[CH2:10][C:11]2[CH:19]=[C:18]([O:20][C:21]3[C:26]([C:27]#[N:28])=[CH:25][CH:24]=[CH:23][N:22]=3)[CH:17]=[CH:16][C:12]=2[CH2:13][CH2:14][CH2:15]1)[C:2]1[CH:7]=[CH:6][CH:5]=[CH:4][CH:3]=1. The catalyst class is: 13. (4) Reactant: C1(O[C:8](=[O:47])[NH:9][C:10]2[C:19]3[C:14](=[CH:15][CH:16]=[CH:17][CH:18]=3)[C:13]([O:20][C:21]3[CH:26]=[CH:25][N:24]=[C:23]([NH:27][C:28]4[CH:33]=[C:32]([O:34][CH2:35][CH2:36][O:37][CH2:38][CH2:39][O:40][CH2:41][CH2:42][O:43][CH3:44])[CH:31]=[C:30]([O:45][CH3:46])[CH:29]=4)[N:22]=3)=[CH:12][CH:11]=2)C=CC=CC=1.[NH2:48][C:49]1[C:50]([O:61][CH3:62])=[C:51]([CH:54]=[C:55]([C:57]([CH3:60])([CH3:59])[CH3:58])[CH:56]=1)[C:52]#[N:53]. Product: [C:57]([C:55]1[CH:54]=[C:51]([C:52]#[N:53])[C:50]([O:61][CH3:62])=[C:49]([NH:48][C:8]([NH:9][C:10]2[C:19]3[C:14](=[CH:15][CH:16]=[CH:17][CH:18]=3)[C:13]([O:20][C:21]3[CH:26]=[CH:25][N:24]=[C:23]([NH:27][C:28]4[CH:33]=[C:32]([O:34][CH2:35][CH2:36][O:37][CH2:38][CH2:39][O:40][CH2:41][CH2:42][O:43][CH3:44])[CH:31]=[C:30]([O:45][CH3:46])[CH:29]=4)[N:22]=3)=[CH:12][CH:11]=2)=[O:47])[CH:56]=1)([CH3:60])([CH3:58])[CH3:59]. The catalyst class is: 1. (5) Reactant: [C:1](S)([CH3:4])([CH3:3])[CH3:2].[H-].[Na+].Cl[C:9]1[CH:14]=[CH:13][CH:12]=[C:11]([C:15]#[N:16])[N:10]=1. The catalyst class is: 7. Product: [C:15]([C:11]1[CH:12]=[CH:13][CH:14]=[C:9]([C:1]([CH3:4])([CH3:3])[CH3:2])[N:10]=1)#[N:16]. (6) Reactant: BrBr.[Cl:3][CH2:4][C@@H:5]([OH:12])[CH2:6][C@@H:7]([OH:11])[CH2:8][CH:9]=[O:10].C(=O)(O)[O-].[Na+].C(=O)=O.[O-]S([O-])(=S)=O.[Na+].[Na+]. Product: [OH:11][C@@H:7]1[CH2:6][C@@H:5]([CH2:4][Cl:3])[O:12][C:9](=[O:10])[CH2:8]1. The catalyst class is: 34. (7) Reactant: [CH3:1][Mg+].[Br-].Cl[C:5]1[C:14]([F:15])=[CH:13][C:12]2[C:7](=[CH:8][C:9]([O:16][CH3:17])=[CH:10][CH:11]=2)[N:6]=1.[OH-].[NH4+]. Product: [F:15][C:14]1[C:5]([CH3:1])=[N:6][C:7]2[C:12]([CH:13]=1)=[CH:11][CH:10]=[C:9]([O:16][CH3:17])[CH:8]=2. The catalyst class is: 116. (8) The catalyst class is: 119. Reactant: Cl.[F:2][C:3]1[CH:27]=[CH:26][C:6]([CH2:7][S:8][C:9]2[NH:10][C@H:11]([C:20]3[CH:25]=[CH:24][CH:23]=[CH:22][CH:21]=3)[C@H:12]([C:14]3[CH:19]=[CH:18][CH:17]=[CH:16][CH:15]=3)[N:13]=2)=[CH:5][CH:4]=1.C(N(CC)CC)C.[C:35](OC(=O)C)(=[O:37])[CH3:36]. Product: [F:2][C:3]1[CH:27]=[CH:26][C:6]([CH2:7][S:8][C:9]2[N:13]([C:35](=[O:37])[CH3:36])[C@H:12]([C:14]3[CH:19]=[CH:18][CH:17]=[CH:16][CH:15]=3)[C@H:11]([C:20]3[CH:21]=[CH:22][CH:23]=[CH:24][CH:25]=3)[N:10]=2)=[CH:5][CH:4]=1.